Dataset: Full USPTO retrosynthesis dataset with 1.9M reactions from patents (1976-2016). Task: Predict the reactants needed to synthesize the given product. (1) Given the product [CH3:35][O:36][C:37]1[C:38]([CH3:62])=[C:39]([C:46]([C:48]2[CH:49]=[C:50]3[C:55](=[CH:56][CH:57]=2)[NH:54][CH:53]=[C:52]([C:58]([NH:15][CH3:14])=[O:60])[C:51]3=[O:61])=[O:47])[N:40]2[C:45]=1[CH:44]=[CH:43][CH:42]=[CH:41]2, predict the reactants needed to synthesize it. The reactants are: Cl.CN.[B-](F)(F)(F)F.CCOC([C:14](C#N)=[N:15]OC(N(C)C)=[N+](C)C)=O.CCN(C(C)C)C(C)C.[CH3:35][O:36][C:37]1[C:38]([CH3:62])=[C:39]([C:46]([C:48]2[CH:49]=[C:50]3[C:55](=[CH:56][CH:57]=2)[NH:54][CH:53]=[C:52]([C:58]([OH:60])=O)[C:51]3=[O:61])=[O:47])[N:40]2[C:45]=1[CH:44]=[CH:43][CH:42]=[CH:41]2.Cl. (2) Given the product [CH3:32][O:31][CH2:30][O:29][C:26]1[CH:25]=[CH:24][C:23]([C:21]2[N:20]=[C:19]3[N:33]([CH:37]4[CH2:42][CH2:41][CH2:40][CH2:39][O:38]4)[N:34]=[C:35]([CH3:36])[C:18]3=[C:17]([CH2:16][N:11]3[CH2:12][C:13]([CH3:15])([CH3:14])[NH:8][CH2:9][C:10]3([CH3:44])[CH3:43])[CH:22]=2)=[CH:28][CH:27]=1, predict the reactants needed to synthesize it. The reactants are: C([N:8]1[C:13]([CH3:15])([CH3:14])[CH2:12][N:11]([CH2:16][C:17]2[CH:22]=[C:21]([C:23]3[CH:28]=[CH:27][C:26]([O:29][CH2:30][O:31][CH3:32])=[CH:25][CH:24]=3)[N:20]=[C:19]3[N:33]([CH:37]4[CH2:42][CH2:41][CH2:40][CH2:39][O:38]4)[N:34]=[C:35]([CH3:36])[C:18]=23)[C:10]([CH3:44])([CH3:43])[CH2:9]1)C1C=CC=CC=1. (3) Given the product [C:2]([C@@H:3]([NH:26][C:27]([C:29]1([NH:35][C:36](=[O:42])[O:37][C:38]([CH3:40])([CH3:39])[CH3:41])[CH2:34][CH2:33][O:32][CH2:31][CH2:30]1)=[O:28])[CH2:4][C:5]1[CH:6]=[CH:7][C:8]([C:11]2[CH:12]=[CH:13][C:14]([S:17]([N:20]3[CH2:21][CH2:22][O:23][CH2:24][CH2:25]3)(=[O:19])=[O:18])=[CH:15][CH:16]=2)=[CH:9][CH:10]=1)#[N:1], predict the reactants needed to synthesize it. The reactants are: [NH2:1][C:2](=O)[C@@H:3]([NH:26][C:27]([C:29]1([NH:35][C:36](=[O:42])[O:37][C:38]([CH3:41])([CH3:40])[CH3:39])[CH2:34][CH2:33][O:32][CH2:31][CH2:30]1)=[O:28])[CH2:4][C:5]1[CH:10]=[CH:9][C:8]([C:11]2[CH:16]=[CH:15][C:14]([S:17]([N:20]3[CH2:25][CH2:24][O:23][CH2:22][CH2:21]3)(=[O:19])=[O:18])=[CH:13][CH:12]=2)=[CH:7][CH:6]=1.CC[N+](S(N=C(OC)[O-])(=O)=O)(CC)CC. (4) Given the product [CH:38]1([CH:6]([O:5][CH3:4])[CH2:7][N:8]([C@H:25]2[CH2:26][CH2:27][C@H:28]([CH3:31])[CH2:29][CH2:30]2)[C:9](=[O:24])[NH:52][C:50]2[S:51][C:47]([S:46][CH2:45][C:44]([OH:43])=[O:53])=[CH:48][N:49]=2)[CH2:40][CH2:39]1, predict the reactants needed to synthesize it. The reactants are: ClC1C=CC=CC=1[CH2:4][O:5][CH2:6][CH2:7][N:8]([C@H:25]1[CH2:30][CH2:29][C@H:28]([CH3:31])[CH2:27][CH2:26]1)[C:9](=[O:24])NC1SC(SCC(C)(C)C(O)=O)=CN=1.BrC[CH:38]1[CH2:40][CH2:39]1.C([O:43][C:44](=[O:53])[CH2:45][S:46][C:47]1[S:51][C:50]([NH2:52])=[N:49][CH:48]=1)C. (5) Given the product [CH3:1][O:2][C:3](=[O:29])[C:4]1[CH:5]=[CH:6][C:7]([C:10]#[C:11]/[CH:12]=[CH:13]/[C:14]2[CH:15]=[CH:16][C:17]([CH2:20][OH:21])=[CH:18][CH:19]=2)=[CH:8][CH:9]=1, predict the reactants needed to synthesize it. The reactants are: [CH3:1][O:2][C:3](=[O:29])[C:4]1[CH:9]=[CH:8][C:7]([C:10]#[C:11]/[CH:12]=[CH:13]/[C:14]2[CH:19]=[CH:18][C:17]([CH2:20][O:21][Si](C(C)(C)C)(C)C)=[CH:16][CH:15]=2)=[CH:6][CH:5]=1. (6) Given the product [ClH:32].[S:1]1[CH:5]=[CH:4][C:3]2[C:6]([N:10]3[CH2:15][CH2:14][N:13]([CH2:16][CH2:17][CH2:18][CH2:19][CH2:20][N:21]4[C:30]5[C:25](=[CH:26][CH:27]=[CH:28][CH:29]=5)[CH:24]=[CH:23][C:22]4=[O:31])[CH2:12][CH2:11]3)=[CH:7][CH:8]=[CH:9][C:2]1=2, predict the reactants needed to synthesize it. The reactants are: [S:1]1[CH:5]=[CH:4][C:3]2[C:6]([N:10]3[CH2:15][CH2:14][N:13]([CH2:16][CH2:17][CH2:18][CH2:19][CH2:20][N:21]4[C:30]5[C:25](=[CH:26][CH:27]=[CH:28][CH:29]=5)[CH:24]=[CH:23][C:22]4=[O:31])[CH2:12][CH2:11]3)=[CH:7][CH:8]=[CH:9][C:2]1=2.[Cl:32]CCCCCN1C2C(=CC=CC=2)C=CC1=O.C(O)C.Cl. (7) Given the product [CH2:40]([O:39][N:35]([C:36]([Cl:38])=[O:37])[C@H:32]1[CH2:31][NH:30][C@H:29]([C:26]2[N:25]=[C:24]([CH:21]3[CH2:22][CH2:23][N:18]([C:16]([O:15][CH2:14][CH:12]4[C:11]5[CH:10]=[CH:9][CH:8]=[CH:7][C:6]=5[C:5]5[C:13]4=[CH:1][CH:2]=[CH:3][CH:4]=5)=[O:17])[CH2:19][CH2:20]3)[O:28][N:27]=2)[CH2:34][CH2:33]1)[C:41]1[CH:42]=[CH:43][CH:44]=[CH:45][CH:46]=1, predict the reactants needed to synthesize it. The reactants are: [CH:1]1[C:13]2[CH:12]([CH2:14][O:15][C:16]([N:18]3[CH2:23][CH2:22][CH:21]([C:24]4[O:28][N:27]=[C:26]([C@@H:29]5[CH2:34][CH2:33][C@@H:32]([N:35]([O:39][CH2:40][C:41]6[CH:46]=[CH:45][CH:44]=[CH:43][CH:42]=6)[C:36]([Cl:38])=[O:37])[CH2:31][N:30]5C(OC(C)(C)C)=O)[N:25]=4)[CH2:20][CH2:19]3)=[O:17])[C:11]3[C:6](=[CH:7][CH:8]=[CH:9][CH:10]=3)[C:5]=2[CH:4]=[CH:3][CH:2]=1.Cl.O1CCOCC1. (8) Given the product [F:31][C:28]1[CH:27]=[CH:26][C:25]([CH:24]([C:32]2[CH:33]=[CH:34][C:35]([F:38])=[CH:36][CH:37]=2)[CH2:23][CH2:22][CH2:21][N:16]2[CH2:17][CH2:18][CH:13]([C:8]3[CH:7]=[C:6]([NH:5][C:3](=[O:4])[CH:2]([CH3:19])[CH3:1])[CH:11]=[CH:10][C:9]=3[CH3:12])[CH2:14][CH2:15]2)=[CH:30][CH:29]=1, predict the reactants needed to synthesize it. The reactants are: [CH3:1][CH:2]([CH3:19])[C:3]([NH:5][C:6]1[CH:11]=[CH:10][C:9]([CH3:12])=[C:8]([CH:13]2[CH2:18][CH2:17][NH:16][CH2:15][CH2:14]2)[CH:7]=1)=[O:4].Cl[CH2:21][CH2:22][CH2:23][CH:24]([C:32]1[CH:37]=[CH:36][C:35]([F:38])=[CH:34][CH:33]=1)[C:25]1[CH:30]=[CH:29][C:28]([F:31])=[CH:27][CH:26]=1.[Na+].[I-].C([O-])([O-])=O.[K+].[K+].